Predict the reactants needed to synthesize the given product. From a dataset of Full USPTO retrosynthesis dataset with 1.9M reactions from patents (1976-2016). (1) Given the product [Cl:17][C:8]1[CH:7]=[C:3]([C:4]2[O:6][N:56]=[C:54]([C:52]3[N:53]=[C:42]4[C:41]([Cl:40])=[CH:46][C:45]([C:47]([F:50])([F:49])[F:48])=[CH:44][N:43]4[CH:51]=3)[N:55]=2)[C:2]([Cl:1])=[CH:10][C:9]=1[CH2:11][CH2:12][C:13]([O:15][CH3:16])=[O:14], predict the reactants needed to synthesize it. The reactants are: [Cl:1][C:2]1[CH:10]=[C:9]([CH2:11][CH2:12][C:13]([O:15][CH3:16])=[O:14])[C:8]([Cl:17])=[CH:7][C:3]=1[C:4]([OH:6])=O.CCN=C=NCCCN(C)C.Cl.C1C=CC2N(O)N=NC=2C=1.[Cl:40][C:41]1[C:42]2[N:43]([CH:51]=[C:52]([C:54](=[N:56]O)[NH2:55])[N:53]=2)[CH:44]=[C:45]([C:47]([F:50])([F:49])[F:48])[CH:46]=1. (2) Given the product [F:19][CH:2]([F:1])[CH2:3][N:4]1[CH:8]=[C:7]([NH:9][C:10]2[N:15]=[C:14]3[N:16]([CH2:31][CH:32]4[CH2:37][CH2:36][CH2:35][N:34]([S:38]([CH3:41])(=[O:40])=[O:39])[CH2:33]4)[N:17]=[CH:18][C:13]3=[CH:12][N:11]=2)[CH:6]=[N:5]1, predict the reactants needed to synthesize it. The reactants are: [F:1][CH:2]([F:19])[CH2:3][N:4]1[CH:8]=[C:7]([NH:9][C:10]2[N:15]=[C:14]3[NH:16][N:17]=[CH:18][C:13]3=[CH:12][N:11]=2)[CH:6]=[N:5]1.C(=O)([O-])[O-].[K+].[K+].CS(O[CH2:31][CH:32]1[CH2:37][CH2:36][CH2:35][N:34]([S:38]([CH3:41])(=[O:40])=[O:39])[CH2:33]1)(=O)=O. (3) Given the product [Cl:1][C:2]1[CH:7]=[CH:6][C:5]([C:8]2[N:13]=[C:12]([NH:14][C:23](=[O:30])[C:24]3[CH:29]=[CH:28][CH:27]=[N:26][CH:25]=3)[CH:11]=[N:10][C:9]=2[O:15][C@@H:16]([CH3:21])[C:17]([F:18])([F:20])[F:19])=[CH:4][CH:3]=1, predict the reactants needed to synthesize it. The reactants are: [Cl:1][C:2]1[CH:7]=[CH:6][C:5]([C:8]2[N:13]=[C:12]([NH2:14])[CH:11]=[N:10][C:9]=2[O:15][C@@H:16]([CH3:21])[C:17]([F:20])([F:19])[F:18])=[CH:4][CH:3]=1.Cl.[C:23](Cl)(=[O:30])[C:24]1[CH:29]=[CH:28][CH:27]=[N:26][CH:25]=1. (4) Given the product [Br:1][C:2]1[C:11]([C@H:12]([O:16][C:17]([CH3:19])([CH3:18])[CH3:20])[C:13]([O:15][CH3:24])=[O:14])=[C:10]([CH3:21])[CH:9]=[C:8]2[C:3]=1[CH:4]=[CH:5][C:6]([CH2:22][OH:23])=[N:7]2, predict the reactants needed to synthesize it. The reactants are: [Br:1][C:2]1[C:11]([C@H:12]([O:16][C:17]([CH3:20])([CH3:19])[CH3:18])[C:13]([OH:15])=[O:14])=[C:10]([CH3:21])[CH:9]=[C:8]2[C:3]=1[CH:4]=[CH:5][C:6]([CH2:22][OH:23])=[N:7]2.[CH3:24][Si](C=[N+]=[N-])(C)C.